This data is from Forward reaction prediction with 1.9M reactions from USPTO patents (1976-2016). The task is: Predict the product of the given reaction. (1) Given the reactants COC1C=C(OC)C=CC=1C[N:6]1[CH2:11][CH2:10][CH:9]=[C:8]([CH2:12][CH2:13][C:14]([OH:16])=[O:15])[C:7]1=[O:17].C([SiH](CC)CC)C, predict the reaction product. The product is: [O:17]=[C:7]1[C:8]([CH2:12][CH2:13][C:14]([OH:16])=[O:15])=[CH:9][CH2:10][CH2:11][NH:6]1. (2) Given the reactants [NH:1]1[CH:5]=[CH:4][C:3]([NH:6][C:7]2[C:16]3[C:11](=[CH:12][C:13]([O:17][CH3:18])=[CH:14][CH:15]=3)[N:10]=[C:9]([C:19]([O:21]CC)=O)[N:8]=2)=[N:2]1.[F:24][C:25]1[CH:30]=[CH:29][C:28]([Mg]Br)=[CH:27][CH:26]=1.C1COCC1, predict the reaction product. The product is: [NH:1]1[CH:5]=[CH:4][C:3]([NH:6][C:7]2[C:16]3[C:11](=[CH:12][C:13]([O:17][CH3:18])=[CH:14][CH:15]=3)[N:10]=[C:9]([C:19]([C:28]3[CH:29]=[CH:30][C:25]([F:24])=[CH:26][CH:27]=3)=[O:21])[N:8]=2)=[N:2]1. (3) Given the reactants I[C:2]1[CH:7]=[CH:6][CH:5]=[CH:4][CH:3]=1.[Br:8][C:9]1[C:10]([NH2:22])=[CH:11][C:12]2[CH2:13][C:14]3[C:19]([C:20]=2[CH:21]=1)=[CH:18][CH:17]=[CH:16][CH:15]=3.P([O-])([O-])([O-])=O.[K+].[K+].[K+], predict the reaction product. The product is: [Br:8][C:9]1[C:10]([N:22]([C:2]2[CH:7]=[CH:6][CH:5]=[CH:4][CH:3]=2)[C:2]2[CH:7]=[CH:6][CH:5]=[CH:4][CH:3]=2)=[CH:11][C:12]2[CH2:13][C:14]3[C:19]([C:20]=2[CH:21]=1)=[CH:18][CH:17]=[CH:16][CH:15]=3. (4) Given the reactants C1(C)C=CC(S(O)(=O)=O)=CC=1.[F:12][C:13]1[CH:14]=[C:15]([C:19]2[CH:20]=[CH:21][C:22]3[O:26][CH2:25][C:24](=O)[C:23]=3[CH:28]=2)[CH:16]=[CH:17][CH:18]=1.[NH2:29][C:30]1[CH:31]=[C:32]([CH:41]=[CH:42][CH:43]=1)[O:33][CH2:34][C:35]([O:37][CH:38]([CH3:40])[CH3:39])=[O:36].C([BH3-])#N.[Na+], predict the reaction product. The product is: [F:12][C:13]1[CH:14]=[C:15]([C:19]2[CH:20]=[CH:21][C:22]3[O:26][CH2:25][CH:24]([NH:29][C:30]4[CH:31]=[C:32]([CH:41]=[CH:42][CH:43]=4)[O:33][CH2:34][C:35]([O:37][CH:38]([CH3:39])[CH3:40])=[O:36])[C:23]=3[CH:28]=2)[CH:16]=[CH:17][CH:18]=1. (5) Given the reactants [C:14]1(P([C:14]2[CH:19]=[CH:18][CH:17]=[CH:16][CH:15]=2)[C:14]2[CH:19]=[CH:18][CH:17]=[CH:16][CH:15]=2)[CH:19]=[CH:18][CH:17]=[CH:16][CH:15]=1.N([C:28]([O:30][CH:31]([CH3:33])C)=O)=N[C:28]([O:30][CH:31](C)[CH3:33])=O, predict the reaction product. The product is: [CH2:31]([O:30][CH2:28][C:14]1[CH:15]=[CH:16][CH:17]=[CH:18][CH:19]=1)[C:33]1[CH:18]=[CH:19][CH:14]=[CH:15][CH:16]=1. (6) Given the reactants C([O:8][C:9]1[CH:18]=[C:17]2[C:12]([C:13]3[N:22]4[C@@H:23]([CH:27]([CH3:29])[CH3:28])[CH2:24][O:25][CH2:26][C:21]4=[N:20][C:14]=3[C:15]([NH2:19])=[N:16]2)=[CH:11][CH:10]=1)C1C=CC=CC=1.C(Cl)(Cl)Cl, predict the reaction product. The product is: [NH2:19][C:15]1[C:14]2[N:20]=[C:21]3[CH2:26][O:25][CH2:24][C@H:23]([CH:27]([CH3:28])[CH3:29])[N:22]3[C:13]=2[C:12]2[C:17](=[CH:18][C:9]([OH:8])=[CH:10][CH:11]=2)[N:16]=1. (7) Given the reactants [C@H:1]12[CH2:7][C@H:4]([NH:5][CH2:6]1)[CH2:3][N:2]2[CH2:8][CH2:9][NH:10][C@:11]12[CH2:46][CH2:45][C@@H:44]([C:47]([CH3:49])=[CH2:48])[C@@H:12]1[C@@H:13]1[C@@:26]([CH3:29])([CH2:27][CH2:28]2)[C@@:25]2([CH3:30])[C@@H:16]([C@:17]3([CH3:43])[C@@H:22]([CH2:23][CH2:24]2)[C:21]([CH3:32])([CH3:31])[C:20]([C:33]2[CH:42]=[CH:41][C:36]([C:37]([O:39][CH3:40])=[O:38])=[CH:35][CH:34]=2)=[CH:19][CH2:18]3)[CH2:15][CH2:14]1.C(N(CC)CC)C.[CH3:57][S:58](Cl)(=[O:60])=[O:59], predict the reaction product. The product is: [CH3:29][C@:26]12[C@@:25]3([CH3:30])[C@@H:16]([C@:17]4([CH3:43])[C@@H:22]([CH2:23][CH2:24]3)[C:21]([CH3:31])([CH3:32])[C:20]([C:33]3[CH:42]=[CH:41][C:36]([C:37]([O:39][CH3:40])=[O:38])=[CH:35][CH:34]=3)=[CH:19][CH2:18]4)[CH2:15][CH2:14][C@@H:13]1[C@H:12]1[C@H:44]([C:47]([CH3:49])=[CH2:48])[CH2:45][CH2:46][C@:11]1([NH:10][CH2:9][CH2:8][N:2]1[CH2:3][C@@H:4]3[CH2:7][C@H:1]1[CH2:6][N:5]3[S:58]([CH3:57])(=[O:60])=[O:59])[CH2:28][CH2:27]2. (8) The product is: [CH3:12][C@:11]12[C:3]([C@H:1]([CH3:35])[CH2:2][CH:24]=[O:30])=[CH:4][CH2:5][C@H:6]1[C@@H:7]([O:13][C:14](=[O:16])[CH3:15])[CH2:8][CH2:9][CH2:10]2. Given the reactants [CH:1](=[C:3]1/[C@H:4](O)[CH2:5][C@@H:6]2[C@@:11]/1([CH3:12])[CH2:10][CH2:9][CH2:8][C@@H:7]2[O:13][C:14](=[O:16])[CH3:15])/[CH3:2].C(=C1/[C@@H](O)C[C@@H]2[C@]/1(C)CCC[C@@H:24]2[O:30]C(=O)C)/C.[CH:35](OCC)=C, predict the reaction product.